The task is: Regression/Classification. Given a drug SMILES string, predict its absorption, distribution, metabolism, or excretion properties. Task type varies by dataset: regression for continuous measurements (e.g., permeability, clearance, half-life) or binary classification for categorical outcomes (e.g., BBB penetration, CYP inhibition). Dataset: cyp2c9_substrate_carbonmangels.. This data is from CYP2C9 substrate classification data from Carbon-Mangels et al.. (1) The drug is C#C[C@]1(O)CC[C@H]2[C@@H]3CCC4=CC(=O)CC[C@@H]4[C@H]3CC[C@@]21C. The result is 0 (non-substrate). (2) The compound is CN(C)CCC[C@@]1(c2ccc(F)cc2)OCc2cc(C#N)ccc21. The result is 0 (non-substrate). (3) The compound is CC[C@H]1OC(=O)[C@H](C)[C@@H](O[C@H]2C[C@@](C)(OC)[C@@H](O)[C@H](C)O2)[C@H](C)[C@@H](O[C@@H]2O[C@H](C)C[C@H](N(C)C)[C@H]2O)[C@](C)(OC)C[C@@H](C)C(=O)[C@H](C)[C@@H](O)[C@]1(C)O. The result is 0 (non-substrate). (4) The molecule is Cc1cc2c(s1)Nc1ccccc1N=C2N1CCN(C)CC1. The result is 0 (non-substrate). (5) The molecule is CN(C)CCCN1c2ccccc2CCc2ccc(Cl)cc21. The result is 1 (substrate). (6) The drug is O=C1CC2(CCCC2)CC(=O)N1CCCCN1CCN(c2ncccn2)CC1. The result is 0 (non-substrate). (7) The compound is Cc1cc(=O)n(-c2ccccc2)n1C. The result is 1 (substrate).